Dataset: Reaction yield outcomes from USPTO patents with 853,638 reactions. Task: Predict the reaction yield, written as a fraction of the theoretical maximum amount of product (1.0 means a 100% yield; for example, 0.34 means a 34% yield). (1) The reactants are [CH3:1][C:2]1[O:6][N:5]=[C:4]([C:7]2[CH:12]=[CH:11][CH:10]=[CH:9][CH:8]=2)[C:3]=1[C:13]1[N:14]=[C:15]2[CH:20]=[C:19]([C:21]([OH:23])=O)[CH:18]=[CH:17][N:16]2[CH:24]=1.[CH:25]1([NH2:30])[CH2:29][CH2:28][CH2:27][CH2:26]1. No catalyst specified. The product is [CH:25]1([NH:30][C:21]([C:19]2[CH:18]=[CH:17][N:16]3[CH:24]=[C:13]([C:3]4[C:4]([C:7]5[CH:12]=[CH:11][CH:10]=[CH:9][CH:8]=5)=[N:5][O:6][C:2]=4[CH3:1])[N:14]=[C:15]3[CH:20]=2)=[O:23])[CH2:29][CH2:28][CH2:27][CH2:26]1. The yield is 0.730. (2) The reactants are [S:1]1[CH:5]=[CH:4][C:3]([C:6](=O)[CH2:7][CH3:8])=[CH:2]1.[Cl:10][CH2:11][CH2:12][O:13][C:14]1[CH:19]=[CH:18][C:17]([C:20]([C:22]2[CH:27]=[CH:26][C:25]([OH:28])=[CH:24][CH:23]=2)=O)=[CH:16][CH:15]=1. No catalyst specified. The product is [Cl:10][CH2:11][CH2:12][O:13][C:14]1[CH:19]=[CH:18][C:17]([C:20]([C:22]2[CH:27]=[CH:26][C:25]([OH:28])=[CH:24][CH:23]=2)=[C:6]([C:3]2[CH:4]=[CH:5][S:1][CH:2]=2)[CH2:7][CH3:8])=[CH:16][CH:15]=1. The yield is 0.950. (3) The reactants are [NH2:1][C:2]1[S:3]/[C:4](=[CH:8]\[C:9]2[CH:14]=[C:13]([O:15][CH3:16])[C:12]([OH:17])=[C:11]([Cl:18])[CH:10]=2)/[C:5](=[O:7])[N:6]=1.Br[CH2:20][C:21]([C:23]1[CH:28]=[CH:27][C:26]([N:29]2[CH2:34][CH2:33][O:32][CH2:31][CH2:30]2)=[CH:25][CH:24]=1)=O. No catalyst specified. The product is [Cl:18][C:11]1[CH:10]=[C:9](/[CH:8]=[C:4]2/[C:5](=[O:7])[N:6]3[CH:20]=[C:21]([C:23]4[CH:24]=[CH:25][C:26]([N:29]5[CH2:30][CH2:31][O:32][CH2:33][CH2:34]5)=[CH:27][CH:28]=4)[N:1]=[C:2]3[S:3]/2)[CH:14]=[C:13]([O:15][CH3:16])[C:12]=1[OH:17]. The yield is 0.0800. (4) The reactants are C(OC(=O)[NH:7][C:8]1[CH:9]=[N:10][CH:11]=[C:12]([C:14]#[C:15][C:16]2[CH:21]=[CH:20][CH:19]=[CH:18][CH:17]=2)[CH:13]=1)(C)(C)C.[ClH:23]. The catalyst is O1CCOCC1. The product is [ClH:23].[ClH:23].[C:16]1([C:15]#[C:14][C:12]2[CH:13]=[C:8]([NH2:7])[CH:9]=[N:10][CH:11]=2)[CH:17]=[CH:18][CH:19]=[CH:20][CH:21]=1. The yield is 0.810. (5) The reactants are [Cl:1][C:2]1[CH:34]=[CH:33][C:5]([CH2:6][CH2:7][NH:8][C:9]([C:11]2[CH:29]=[CH:28][C:14]([O:15][C:16]3[CH:21]=[CH:20][C:19]([CH2:22][C:23]([O:25][CH3:26])=[O:24])=[CH:18][C:17]=3[F:27])=[C:13]([N+:30]([O-])=O)[CH:12]=2)=[O:10])=[CH:4][CH:3]=1.[NH4+].[Cl-]. The catalyst is C1COCC1.C(OCC)(=O)C.C(=O)([O-])[O-].[Na+].[Na+].[Zn]. The product is [Cl:1][C:2]1[CH:3]=[CH:4][C:5]([CH2:6][CH2:7][NH:8][C:9]([C:11]2[CH:29]=[CH:28][C:14]([O:15][C:16]3[CH:21]=[CH:20][C:19]([CH2:22][C:23]([O:25][CH3:26])=[O:24])=[CH:18][C:17]=3[F:27])=[C:13]([NH2:30])[CH:12]=2)=[O:10])=[CH:33][CH:34]=1. The yield is 0.991.